This data is from Catalyst prediction with 721,799 reactions and 888 catalyst types from USPTO. The task is: Predict which catalyst facilitates the given reaction. (1) Reactant: C([O:3][C:4](=[O:22])[CH2:5][NH:6][C:7]([C:9]1[C:10](=[O:21])[O:11][C:12]2[C:17]([C:18]=1[OH:19])=[CH:16][CH:15]=[C:14]([CH3:20])[CH:13]=2)=[O:8])C.[OH-].[Na+]. Product: [OH:19][C:18]1[C:17]2[C:12](=[CH:13][C:14]([CH3:20])=[CH:15][CH:16]=2)[O:11][C:10](=[O:21])[C:9]=1[C:7]([NH:6][CH2:5][C:4]([OH:22])=[O:3])=[O:8]. The catalyst class is: 193. (2) Reactant: C(OC([N:8]1[CH2:14][CH2:13][CH2:12][N:11]([C:15]2[CH:20]=[CH:19][C:18]([Cl:21])=[CH:17][CH:16]=2)[CH2:10][CH2:9]1)=O)(C)(C)C.O1CCOCC1. Product: [Cl:21][C:18]1[CH:17]=[CH:16][C:15]([N:11]2[CH2:12][CH2:13][CH2:14][NH:8][CH2:9][CH2:10]2)=[CH:20][CH:19]=1. The catalyst class is: 2. (3) Reactant: [F:1][C:2]1[CH:13]=[CH:12][CH:11]=[C:10]([OH:14])[C:3]=1[C:4]([N:6]([O:8][CH3:9])[CH3:7])=[O:5].[CH3:15][O:16][C:17]1[CH:24]=[CH:23][C:20]([CH2:21]Cl)=[CH:19][CH:18]=1.C(=O)([O-])[O-].[K+].[K+].[I-].[K+]. Product: [F:1][C:2]1[CH:13]=[CH:12][CH:11]=[C:10]([O:14][CH2:21][C:20]2[CH:23]=[CH:24][C:17]([O:16][CH3:15])=[CH:18][CH:19]=2)[C:3]=1[C:4]([N:6]([O:8][CH3:9])[CH3:7])=[O:5]. The catalyst class is: 21. (4) Reactant: [CH3:1][C@H:2]1[CH2:7][N:6]2[N:8]=[CH:9][C:10]([N:11]3[CH2:15][CH:14]([SH:16])[CH2:13][C:12]3=[O:17])=[C:5]2[CH2:4][N:3]1[C:18]([O:20][C:21]([CH3:24])([CH3:23])[CH3:22])=[O:19].[H-].[Na+].[CH3:27]I. Product: [CH3:1][C@H:2]1[CH2:7][N:6]2[N:8]=[CH:9][C:10]([N:11]3[CH2:15][CH:14]([S:16][CH3:27])[CH2:13][C:12]3=[O:17])=[C:5]2[CH2:4][N:3]1[C:18]([O:20][C:21]([CH3:23])([CH3:22])[CH3:24])=[O:19]. The catalyst class is: 3.